Dataset: KCNQ2 potassium channel screen with 302,405 compounds. Task: Binary Classification. Given a drug SMILES string, predict its activity (active/inactive) in a high-throughput screening assay against a specified biological target. The compound is Clc1n(CCCCl)c(/sc1C=O)=N/S(=O)(=O)c1ccccc1. The result is 0 (inactive).